Dataset: NCI-60 drug combinations with 297,098 pairs across 59 cell lines. Task: Regression. Given two drug SMILES strings and cell line genomic features, predict the synergy score measuring deviation from expected non-interaction effect. Drug 1: CC12CCC3C(C1CCC2=O)CC(=C)C4=CC(=O)C=CC34C. Drug 2: CCCCC(=O)OCC(=O)C1(CC(C2=C(C1)C(=C3C(=C2O)C(=O)C4=C(C3=O)C=CC=C4OC)O)OC5CC(C(C(O5)C)O)NC(=O)C(F)(F)F)O. Cell line: RXF 393. Synergy scores: CSS=14.7, Synergy_ZIP=-0.963, Synergy_Bliss=-3.96, Synergy_Loewe=-3.32, Synergy_HSA=-2.60.